This data is from Full USPTO retrosynthesis dataset with 1.9M reactions from patents (1976-2016). The task is: Predict the reactants needed to synthesize the given product. (1) The reactants are: [Li].[Br:2][C:3]1[C:4]([C:12]([NH:14][C@@H:15]([CH3:19])[CH2:16][S:17][CH3:18])=[O:13])=[C:5]([CH:9]=[CH:10][CH:11]=1)[C:6]([O-:8])=O.C(=O)([O-])O.[Na+].COC(Cl)=O.[CH3:30][C:31]1[CH:37]=[C:36]([C:38]([F:47])([C:43]([F:46])([F:45])[F:44])[C:39]([F:42])([F:41])[F:40])[CH:35]=[CH:34][C:32]=1[NH2:33]. Given the product [Br:2][C:3]1[CH:11]=[CH:10][CH:9]=[C:5]([C:6]([NH:33][C:32]2[CH:34]=[CH:35][C:36]([C:38]([F:47])([C:39]([F:40])([F:41])[F:42])[C:43]([F:44])([F:45])[F:46])=[CH:37][C:31]=2[CH3:30])=[O:8])[C:4]=1[C:12]([NH:14][C@@H:15]([CH3:19])[CH2:16][S:17][CH3:18])=[O:13], predict the reactants needed to synthesize it. (2) Given the product [O:15]1[C:24]2[CH:23]=[C:22]([CH2:25][NH:1][CH2:2][CH:3]3[CH2:7][CH2:6][N:5]([C:8]([O:10][C:11]([CH3:14])([CH3:13])[CH3:12])=[O:9])[CH2:4]3)[N:21]=[CH:20][C:19]=2[O:18][CH2:17][CH2:16]1, predict the reactants needed to synthesize it. The reactants are: [NH2:1][CH2:2][CH:3]1[CH2:7][CH2:6][N:5]([C:8]([O:10][C:11]([CH3:14])([CH3:13])[CH3:12])=[O:9])[CH2:4]1.[O:15]1[C:24]2[CH:23]=[C:22]([CH:25]=O)[N:21]=[CH:20][C:19]=2[O:18][CH2:17][CH2:16]1.[BH4-].[Na+].O. (3) Given the product [CH:66]1([CH2:72][NH:73][C:20](=[O:21])[CH2:19][CH2:18][N:15]2[CH2:14][CH2:13][CH:12]([NH:11][CH2:10][C@H:9]([OH:8])[C:23]3[CH:32]=[CH:31][C:30]([OH:33])=[C:29]4[C:24]=3[CH:25]=[CH:26][C:27](=[O:34])[NH:28]4)[CH2:17][CH2:16]2)[CH2:71][CH2:70][CH2:69][CH2:68][CH2:67]1, predict the reactants needed to synthesize it. The reactants are: [Si]([O:8][C@H:9]([C:23]1[CH:32]=[CH:31][C:30]([OH:33])=[C:29]2[C:24]=1[CH:25]=[CH:26][C:27](=[O:34])[NH:28]2)[CH2:10][NH:11][CH:12]1[CH2:17][CH2:16][N:15]([CH2:18][CH2:19][C:20](O)=[O:21])[CH2:14][CH2:13]1)(C(C)(C)C)(C)C.CN(C(ON1N=NC2C=CC=NC1=2)=[N+](C)C)C.F[P-](F)(F)(F)(F)F.C(N(CC)CC)C.[CH:66]1([CH2:72][NH2:73])[CH2:71][CH2:70][CH2:69][CH2:68][CH2:67]1.